From a dataset of Forward reaction prediction with 1.9M reactions from USPTO patents (1976-2016). Predict the product of the given reaction. (1) Given the reactants [NH2:1][C:2]1[CH:7]=[CH:6][C:5]([N:8]2[C:12]3=[N:13][CH:14]=[N:15][C:16]([NH2:17])=[C:11]3[CH:10]=[N:9]2)=[CH:4][CH:3]=1.[CH3:18][CH:19]([CH2:24][CH3:25])[CH2:20][C:21](O)=[O:22].Cl.CN(C)CCCN=C=NCC.ON1C2C=CC=CC=2N=N1, predict the reaction product. The product is: [NH2:17][C:16]1[N:15]=[CH:14][N:13]=[C:12]2[N:8]([C:5]3[CH:6]=[CH:7][C:2]([NH:1][C:21](=[O:22])[CH2:20][CH:19]([CH3:18])[CH2:24][CH3:25])=[CH:3][CH:4]=3)[N:9]=[CH:10][C:11]=12. (2) Given the reactants [C:1]([CH2:3][NH:4][C:5]([CH:7]1[CH2:12][CH2:11][CH2:10][CH2:9][CH:8]1[CH2:13]Br)=[O:6])#[N:2].C(=O)([O-])[O-].[Cs+].[Cs+].[F:21][C:22]1[CH:23]=[C:24]([SH:29])[CH:25]=[CH:26][C:27]=1[F:28].C(OCC)(=O)C, predict the reaction product. The product is: [C:1]([CH2:3][NH:4][C:5]([CH:7]1[CH2:12][CH2:11][CH2:10][CH2:9][CH:8]1[CH2:13][S:29][C:24]1[CH:25]=[CH:26][C:27]([F:28])=[C:22]([F:21])[CH:23]=1)=[O:6])#[N:2]. (3) Given the reactants [C:1]([C:4]1[CH:9]=[CH:8][C:7]([CH2:10][C:11]([O:13][CH2:14][CH3:15])=[O:12])=[CH:6][CH:5]=1)(=[O:3])[CH3:2].[Br:16]Br, predict the reaction product. The product is: [Br:16][CH2:2][C:1]([C:4]1[CH:9]=[CH:8][C:7]([CH2:10][C:11]([O:13][CH2:14][CH3:15])=[O:12])=[CH:6][CH:5]=1)=[O:3]. (4) Given the reactants [NH:1]1[C:9]2[C:4](=[N:5][CH:6]=[CH:7][CH:8]=2)[CH:3]=[N:2]1.[OH-].[NH4+], predict the reaction product. The product is: [NH:1]1[C:9]2[CH2:8][CH2:7][CH2:6][NH:5][C:4]=2[CH:3]=[N:2]1. (5) Given the reactants [O:1]1[C@@H:6]([C:7](Cl)=[O:8])[CH2:5][O:4][C:3]2[CH:10]=[CH:11][CH:12]=[CH:13][C:2]1=2.[N:14]1([C:20]2[CH:29]=[CH:28][CH:27]=[CH:26][C:21]=2[C:22]([O:24][CH3:25])=[O:23])[CH2:19][CH2:18][NH:17][CH2:16][CH2:15]1.C(N(CC)CC)C, predict the reaction product. The product is: [O:1]1[C@@H:6]([C:7]([N:17]2[CH2:16][CH2:15][N:14]([C:20]3[CH:29]=[CH:28][CH:27]=[CH:26][C:21]=3[C:22]([O:24][CH3:25])=[O:23])[CH2:19][CH2:18]2)=[O:8])[CH2:5][O:4][C:3]2[CH:10]=[CH:11][CH:12]=[CH:13][C:2]1=2. (6) The product is: [CH3:14][N:15]([CH3:21])[CH2:16]/[CH:17]=[CH:18]\[CH2:19][NH:20][CH2:1][C:3]1[CH:8]=[C:7]([C:9]([O:11][CH2:12][CH3:13])=[O:10])[CH:6]=[CH:5][N:4]=1. Given the reactants [CH:1]([C:3]1[CH:8]=[C:7]([C:9]([O:11][CH2:12][CH3:13])=[O:10])[CH:6]=[CH:5][N:4]=1)=O.[CH3:14][N:15]([CH3:21])[CH2:16]/[CH:17]=[CH:18]\[CH2:19][NH2:20], predict the reaction product. (7) Given the reactants [CH3:1][CH:2]([N:4]=[C:5]=[N:6][CH:7]([CH3:9])[CH3:8])[CH3:3].[CH:10]1[CH:11]=[CH:12][C:13]2[N:18]([OH:19])[N:17]=[N:16][C:14]=2[CH:15]=1, predict the reaction product. The product is: [CH3:1][CH:2]([N:4]=[C:5]=[N:6][CH:7]([CH3:9])[CH3:8])[CH3:3].[CH:10]1[CH:11]=[CH:12][C:13]2[N:18]([OH:19])[N:17]=[N:16][C:14]=2[CH:15]=1. (8) Given the reactants [CH3:1][O:2][CH2:3][CH2:4][NH2:5].F[C:7]1[CH:14]=[CH:13][C:10]([C:11]#[N:12])=[CH:9][CH:8]=1.C(=O)([O-])[O-].[Cs+].[Cs+].CS(C)=O, predict the reaction product. The product is: [CH3:1][O:2][CH2:3][CH2:4][NH:5][C:7]1[CH:14]=[CH:13][C:10]([C:11]#[N:12])=[CH:9][CH:8]=1. (9) Given the reactants C(OC([NH:8][C:9](=[NH:45])[NH:10][C:11](=[O:44])[CH2:12][CH2:13][C@H:14]([NH:22][C:23]([C:25]1[CH:30]=[CH:29][C:28]([CH:31]([C:38]2[CH:43]=[CH:42][CH:41]=[CH:40][CH:39]=2)[C:32]2[CH:37]=[CH:36][CH:35]=[CH:34][CH:33]=2)=[CH:27][CH:26]=1)=[O:24])[C:15]([O:17]C(C)(C)C)=[O:16])=O)(C)(C)C.[C:46]([OH:52])([C:48]([F:51])([F:50])[F:49])=[O:47], predict the reaction product. The product is: [NH:10]([C:11](=[O:44])[CH2:12][CH2:13][C@H:14]([NH:22][C:23]([C:25]1[CH:30]=[CH:29][C:28]([CH:31]([C:38]2[CH:39]=[CH:40][CH:41]=[CH:42][CH:43]=2)[C:32]2[CH:33]=[CH:34][CH:35]=[CH:36][CH:37]=2)=[CH:27][CH:26]=1)=[O:24])[C:15]([OH:17])=[O:16])[C:9]([NH2:45])=[NH:8].[C:46]([OH:52])([C:48]([F:51])([F:50])[F:49])=[O:47].